This data is from Forward reaction prediction with 1.9M reactions from USPTO patents (1976-2016). The task is: Predict the product of the given reaction. (1) Given the reactants [Cl:1][C:2]1[CH:3]=[CH:4][C:5]([NH:8][C@H:9]2[C:18]3[C:13](=[CH:14][CH:15]=[CH:16][CH:17]=3)[N:12]([C:19]([C:21]3[CH:26]=[CH:25][CH:24]=[C:23]([O:27][CH3:28])[CH:22]=3)=[O:20])[C@@H:11]([CH3:29])[CH2:10]2)=[N:6][CH:7]=1.[C:30](Cl)(=[O:33])[CH2:31]C, predict the reaction product. The product is: [Cl:1][C:2]1[CH:3]=[CH:4][C:5]([N:8]([C@H:9]2[C:18]3[C:13](=[CH:14][CH:15]=[CH:16][CH:17]=3)[N:12]([C:19](=[O:20])[C:21]3[CH:26]=[CH:25][CH:24]=[C:23]([O:27][CH3:28])[CH:22]=3)[C@@H:11]([CH3:29])[CH2:10]2)[C:30](=[O:33])[CH3:31])=[N:6][CH:7]=1. (2) Given the reactants [O:1]=[C:2]1[NH:6][C:5]2[CH:7]=[CH:8][C:9]([CH:11]([CH3:17])[C:12]([O:14]CC)=[O:13])=[CH:10][C:4]=2[NH:3]1.CCO.[OH-].[Na+].CC(O)=O, predict the reaction product. The product is: [O:1]=[C:2]1[NH:6][C:5]2[CH:7]=[CH:8][C:9]([CH:11]([CH3:17])[C:12]([OH:14])=[O:13])=[CH:10][C:4]=2[NH:3]1. (3) Given the reactants [Cl:1][C:2]1[CH:3]=[C:4]([CH:7]=[C:8](B2OC(C)(C)C(C)(C)O2)[CH:9]=1)[C:5]#[N:6].Cl[C:20]1[CH:25]=[C:24]([Cl:26])[N:23]=[CH:22][N:21]=1, predict the reaction product. The product is: [Cl:1][C:2]1[CH:3]=[C:4]([CH:7]=[C:8]([C:20]2[CH:25]=[C:24]([Cl:26])[N:23]=[CH:22][N:21]=2)[CH:9]=1)[C:5]#[N:6]. (4) Given the reactants [CH3:1][O:2][C:3]([CH:5]1[CH2:14][C:13]2[C:8](=[CH:9][CH:10]=[C:11]([Br:15])[CH:12]=2)[CH2:7][N:6]1[C:16](=[O:25])[C:17]1[CH:22]=[CH:21][CH:20]=[C:19]([CH3:23])[C:18]=1[OH:24])=[O:4].CN(C=O)C.C([O-])([O-])=O.[K+].[K+].Br[CH2:38][CH2:39][CH3:40], predict the reaction product. The product is: [CH3:1][O:2][C:3]([CH:5]1[CH2:14][C:13]2[C:8](=[CH:9][CH:10]=[C:11]([Br:15])[CH:12]=2)[CH2:7][N:6]1[C:16](=[O:25])[C:17]1[CH:22]=[CH:21][CH:20]=[C:19]([CH3:23])[C:18]=1[O:24][CH2:38][CH2:39][CH3:40])=[O:4].